This data is from Reaction yield outcomes from USPTO patents with 853,638 reactions. The task is: Predict the reaction yield, written as a fraction of the theoretical maximum amount of product (1.0 means a 100% yield; for example, 0.34 means a 34% yield). (1) The reactants are O=[C:2]1[NH:7][C:6]2[CH2:8][CH2:9][O:10][CH2:11][C:5]=2[CH:4]=[C:3]1[C:12]#[N:13].C(=O)([O-])O.[Na+].P(Cl)(Cl)([Cl:21])=O. No catalyst specified. The product is [Cl:21][C:2]1[N:7]=[C:6]2[CH2:8][CH2:9][O:10][CH2:11][C:5]2=[CH:4][C:3]=1[C:12]#[N:13]. The yield is 0.660. (2) The reactants are FC(F)(F)S(OS(C(F)(F)F)(=O)=O)(=O)=O.[Br:16][C:17]1[CH:18]=[C:19]([CH:24]=[C:25]([C:28](=[O:38])[CH2:29][C:30]([N:32]2[CH2:37][CH2:36][O:35][CH2:34][CH2:33]2)=[O:31])[C:26]=1O)[C:20]([O:22][CH3:23])=[O:21]. The catalyst is ClCCCl. The product is [Br:16][C:17]1[CH:18]=[C:19]([C:20]([O:22][CH3:23])=[O:21])[CH:24]=[C:25]2[C:26]=1[O:31][C:30]([N:32]1[CH2:37][CH2:36][O:35][CH2:34][CH2:33]1)=[CH:29][C:28]2=[O:38]. The yield is 0.500. (3) The reactants are Cl[C:2]1[C:7]([CH:8]=[O:9])=[C:6]([N:10]2[CH2:22][CH2:21][C:20]3[N:19]4[C:14]([CH2:15][CH2:16][CH2:17][CH2:18]4)=[CH:13][C:12]=3[C:11]2=[O:23])[N:5]=[CH:4][CH:3]=1.[CH3:24][N:25]1[CH:30]=[C:29](B2OC(C)(C)C(C)(C)O2)[CH:28]=[C:27]([NH:40][C:41]2[CH:50]=[C:44]3[CH2:45][N:46]([CH3:49])[CH2:47][CH2:48][N:43]3[N:42]=2)[C:26]1=[O:51].CC([O-])=O.[Na+].C(#N)C. The catalyst is C1C=CC(P(C2C=CC=CC=2)[C-]2C=CC=C2)=CC=1.C1C=CC(P(C2C=CC=CC=2)[C-]2C=CC=C2)=CC=1.Cl[Pd]Cl.[Fe+2].O. The product is [CH:8]([C:7]1[C:6]([N:10]2[CH2:22][CH2:21][C:20]3[N:19]4[C:14]([CH2:15][CH2:16][CH2:17][CH2:18]4)=[CH:13][C:12]=3[C:11]2=[O:23])=[N:5][CH:4]=[CH:3][C:2]=1[C:29]1[CH:28]=[C:27]([NH:40][C:41]2[CH:50]=[C:44]3[CH2:45][N:46]([CH3:49])[CH2:47][CH2:48][N:43]3[N:42]=2)[C:26](=[O:51])[N:25]([CH3:24])[CH:30]=1)=[O:9]. The yield is 0.600. (4) The yield is 0.310. The catalyst is CN(C=O)C. The product is [NH2:23][C:18]1[N:19]([CH2:36][C:27]2[CH:28]=[CH:29][C:30]3[C:35](=[CH:34][CH:33]=[CH:32][CH:31]=3)[CH:26]=2)[C:20](=[O:22])[C:21]2[N:13]([CH2:12][C:3]3[CH:4]=[CH:5][C:6]4[C:11](=[CH:10][CH:9]=[CH:8][CH:7]=4)[CH:2]=3)[CH:14]=[N:15][C:16]=2[N:17]=1. The reactants are Cl.[CH:2]1[C:11]2[C:6](=[CH:7][CH:8]=[CH:9][CH:10]=2)[CH:5]=[CH:4][C:3]=1[CH2:12][N:13]1[C:21]2[C:20](=[O:22])[NH:19][C:18]([NH2:23])=[N:17][C:16]=2[N:15]=[CH:14]1.[H-].[Na+].[CH:26]1[C:35]2[C:30](=[CH:31][CH:32]=[CH:33][CH:34]=2)[CH:29]=[CH:28][C:27]=1[CH2:36]Br.ClCCl.CO. (5) The reactants are C([O-])(=O)C.[K+].[B:15]1([B:15]2[O:19][C:18]([CH3:21])([CH3:20])[C:17]([CH3:23])([CH3:22])[O:16]2)[O:19][C:18]([CH3:21])([CH3:20])[C:17]([CH3:23])([CH3:22])[O:16]1.Br[C:25]1[CH:26]=[CH:27][C:28]([O:31][CH2:32][C:33]([CH3:39])([CH3:38])[C:34]([O:36][CH3:37])=[O:35])=[N:29][CH:30]=1. The catalyst is O1CCOCC1.C1C=CC(P(C2C=CC=CC=2)[C-]2C=CC=C2)=CC=1.C1C=CC(P(C2C=CC=CC=2)[C-]2C=CC=C2)=CC=1.Cl[Pd]Cl.[Fe+2]. The product is [CH3:38][C:33]([CH3:39])([CH2:32][O:31][C:28]1[CH:27]=[CH:26][C:25]([B:15]2[O:16][C:17]([CH3:22])([CH3:23])[C:18]([CH3:20])([CH3:21])[O:19]2)=[CH:30][N:29]=1)[C:34]([O:36][CH3:37])=[O:35]. The yield is 0.420.